From a dataset of Reaction yield outcomes from USPTO patents with 853,638 reactions. Predict the reaction yield, written as a fraction of the theoretical maximum amount of product (1.0 means a 100% yield; for example, 0.34 means a 34% yield). (1) The reactants are CCN(C(C)C)C(C)C.[C:10]1([N:16]2[CH:20]=[CH:19][C:18]([C:21]([OH:23])=O)=[N:17]2)[CH:15]=[CH:14][CH:13]=[CH:12][CH:11]=1.C1C=CC2N(O)N=NC=2C=1.CCN=C=NCCCN(C)C.Cl.[NH2:46][CH2:47][C:48]([N:50]1[CH2:55][CH2:54][N:53]([C:56](=[O:67])[C:57]2[CH:62]=[CH:61][CH:60]=[CH:59][C:58]=2[C:63]([F:66])([F:65])[F:64])[CH2:52][CH2:51]1)=[O:49]. The catalyst is CN(C=O)C.O. The product is [O:49]=[C:48]([N:50]1[CH2:51][CH2:52][N:53]([C:56](=[O:67])[C:57]2[CH:62]=[CH:61][CH:60]=[CH:59][C:58]=2[C:63]([F:66])([F:65])[F:64])[CH2:54][CH2:55]1)[CH2:47][NH:46][C:21]([C:18]1[CH:19]=[CH:20][N:16]([C:10]2[CH:11]=[CH:12][CH:13]=[CH:14][CH:15]=2)[N:17]=1)=[O:23]. The yield is 0.305. (2) The reactants are [NH2:1][C:2]1[C:7]([C:8]2[O:12][N:11]=[C:10]([CH2:13][C:14]3[CH:19]=[CH:18][C:17]([OH:20])=[CH:16][CH:15]=3)[CH:9]=2)=[CH:6][CH:5]=[CH:4][N:3]=1.[OH-].[Na+].[N:23]1[CH:28]=[CH:27][CH:26]=[CH:25][C:24]=1[CH2:29]Cl. The catalyst is CO. The product is [N:23]1[CH:28]=[CH:27][CH:26]=[CH:25][C:24]=1[CH2:29][O:20][C:17]1[CH:18]=[CH:19][C:14]([CH2:13][C:10]2[CH:9]=[C:8]([C:7]3[C:2]([NH2:1])=[N:3][CH:4]=[CH:5][CH:6]=3)[O:12][N:11]=2)=[CH:15][CH:16]=1. The yield is 0.390. (3) The product is [O:4]=[C:3]([NH:5][C:6]1[CH:11]=[CH:10][CH:9]=[C:8]([C:12]2[CH:17]=[CH:16][N:15]=[CH:14][CH:13]=2)[CH:7]=1)[C@@H:2]([NH:1][CH2:36][C:37]([O:39][C:40]([CH3:43])([CH3:42])[CH3:41])=[O:38])[CH2:18][C:19]1[CH:24]=[CH:23][CH:22]=[CH:21][CH:20]=1. The yield is 0.150. The reactants are [NH2:1][C@@H:2]([CH2:18][C:19]1[CH:24]=[CH:23][C:22](F)=[CH:21][CH:20]=1)[C:3]([NH:5][C:6]1[CH:11]=[CH:10][CH:9]=[C:8]([C:12]2[CH:17]=[CH:16][N:15]=[CH:14][CH:13]=2)[CH:7]=1)=[O:4].C(N(C(C)C)C(C)C)C.Br[CH2:36][C:37]([O:39][C:40]([CH3:43])([CH3:42])[CH3:41])=[O:38]. The catalyst is CC#N. (4) The reactants are [CH3:1][CH:2]1[CH2:7][N:6]([CH2:8][C:9]2[CH:14]=[CH:13][C:12]([C:15](=[O:39])[NH:16][C@H:17]3[C@H:22]4[C@@H:18]3[O:19][C:20]3[CH:26]=[CH:25][C:24]([O:27][C:28]5[C:37]6[CH2:36][CH2:35][C:34](=[O:38])[NH:33][C:32]=6[N:31]=[CH:30][CH:29]=5)=[CH:23][C:21]=34)=[CH:11][C:10]=2[C:40]([F:43])([F:42])[F:41])[CH2:5][CH:4]([CH3:44])[N:3]1C(OC(C)(C)C)=O.Cl.CC(=O)OCC. The catalyst is CC(=O)OCC. The product is [CH3:1][CH:2]1[NH:3][CH:4]([CH3:44])[CH2:5][N:6]([CH2:8][C:9]2[CH:14]=[CH:13][C:12]([C:15]([NH:16][C@H:17]3[C@H:22]4[C@@H:18]3[O:19][C:20]3[CH:26]=[CH:25][C:24]([O:27][C:28]5[C:37]6[CH2:36][CH2:35][C:34](=[O:38])[NH:33][C:32]=6[N:31]=[CH:30][CH:29]=5)=[CH:23][C:21]=34)=[O:39])=[CH:11][C:10]=2[C:40]([F:42])([F:43])[F:41])[CH2:7]1. The yield is 0.380. (5) The reactants are [F:1][C:2]1[CH:7]=[CH:6][C:5]([C:8]2[C:13]([C:14]3[CH:19]=[CH:18][N:17]=[CH:16][CH:15]=3)=[C:12]([C:20]3[CH:25]=[CH:24][C:23]([F:26])=[CH:22][CH:21]=3)[N:11]=C3OC(C(OC)=O)=CC=23)=[CH:4][CH:3]=1.[CH3:34][Mg]Cl.CCO[C:40]([CH3:42])=[O:41].[NH4+].[Cl-].[CH2:45]1[CH2:49][O:48][CH2:47][CH2:46]1. No catalyst specified. The product is [F:1][C:2]1[CH:3]=[CH:4][C:5]([C:8]2[C:13]([C:14]3[CH:19]=[CH:18][N:17]=[CH:16][CH:15]=3)=[C:12]([C:20]3[CH:21]=[CH:22][C:23]([F:26])=[CH:24][CH:25]=3)[N:11]=[C:47]3[O:48][C:49]([C:40]([OH:41])([CH3:42])[CH3:34])=[CH:45][C:46]=23)=[CH:6][CH:7]=1. The yield is 0.760. (6) The reactants are C(O[C:4]([CH:6]1[O:10][C:9](=[O:11])[N:8]([C:12]2[CH:17]=[CH:16][C:15]([N:18]3[CH:23]=[CH:22][C:21](=[O:24])[CH2:20][CH2:19]3)=[C:14]([F:25])[CH:13]=2)[CH2:7]1)=[O:5])C.[CH2:26]([NH2:28])[CH3:27]. The catalyst is CO. The product is [CH2:26]([NH:28][C:4]([C@@H:6]1[O:10][C:9](=[O:11])[N:8]([C:12]2[CH:17]=[CH:16][C:15]([N:18]3[CH:23]=[CH:22][C:21](=[O:24])[CH2:20][CH2:19]3)=[C:14]([F:25])[CH:13]=2)[CH2:7]1)=[O:5])[CH3:27]. The yield is 0.930. (7) The reactants are [NH2:1][C:2]1[N:6]([C:7]2[C:12]([F:13])=[CH:11][CH:10]=[CH:9][C:8]=2[F:14])[N:5]=[CH:4][C:3]=1[CH:15]=O.NC1N(C2C=CC=CC=2Cl)N=CC=1C=O.C(O)C.[C:35](OCC)(=[O:42])[CH2:36][C:37]([O:39][CH2:40][CH3:41])=[O:38].N1CCCCC1. No catalyst specified. The product is [F:13][C:12]1[CH:11]=[CH:10][CH:9]=[C:8]([F:14])[C:7]=1[N:6]1[C:2]2[NH:1][C:35](=[O:42])[C:36]([C:37]([O:39][CH2:40][CH3:41])=[O:38])=[CH:15][C:3]=2[CH:4]=[N:5]1. The yield is 1.00.